This data is from Catalyst prediction with 721,799 reactions and 888 catalyst types from USPTO. The task is: Predict which catalyst facilitates the given reaction. (1) Reactant: [OH:1][CH:2]1[CH:8]([NH:9][C:10]([C@@H:12]([NH:17][C:18]([C:20]2[O:21][C:22]3[CH:28]=[CH:27][CH:26]=[CH:25][C:23]=3[CH:24]=2)=[O:19])[CH2:13][CH:14]([CH3:16])[CH3:15])=[O:11])[CH2:7][CH2:6][CH2:5][NH:4][CH2:3]1.C(N(CC)CC)C.[N:36]1[CH:41]=[CH:40][CH:39]=[C:38]([S:42](Cl)(=[O:44])=[O:43])[CH:37]=1.CO. Product: [CH3:16][CH:14]([CH3:15])[CH2:13][C@H:12]([NH:17][C:18]([C:20]1[O:21][C:22]2[CH:28]=[CH:27][CH:26]=[CH:25][C:23]=2[CH:24]=1)=[O:19])[C:10](=[O:11])[NH:9][CH:8]1[CH2:7][CH2:6][CH2:5][N:4]([S:42]([C:38]2[CH:37]=[N:36][CH:41]=[CH:40][CH:39]=2)(=[O:44])=[O:43])[CH2:3][C:2]1=[O:1]. The catalyst class is: 96. (2) Reactant: CC([O-])(C)C.[K+].C1OCCOCCOCCOCCOCCOC1.[CH3:25][O:26][C:27]1[CH:44]=[CH:43][C:30]([CH2:31][N:32]2[CH:41]=[C:40]3[C:34]([NH:35][CH2:36][CH2:37][CH2:38][C:39]3=[O:42])=[N:33]2)=[CH:29][CH:28]=1.Br[CH2:46][CH2:47][CH2:48][O:49][CH3:50]. Product: [CH3:25][O:26][C:27]1[CH:28]=[CH:29][C:30]([CH2:31][N:32]2[CH:41]=[C:40]3[C:34]([N:35]([CH2:46][CH2:47][CH2:48][O:49][CH3:50])[CH2:36][CH2:37][CH2:38][C:39]3=[O:42])=[N:33]2)=[CH:43][CH:44]=1. The catalyst class is: 1.